From a dataset of Reaction yield outcomes from USPTO patents with 853,638 reactions. Predict the reaction yield, written as a fraction of the theoretical maximum amount of product (1.0 means a 100% yield; for example, 0.34 means a 34% yield). (1) The reactants are [C:1]([O:5][C:6]([N:8]1[CH2:13][CH2:12][C:11](=O)[CH2:10][CH2:9]1)=[O:7])([CH3:4])([CH3:3])[CH3:2].C([C:17](CC)([C:21]([O-:23])=[O:22])[C:18]([O-:20])=[O:19])C.N1C=CC=[CH:28][CH:27]=1.[CH2:32]1COC[CH2:33]1. The catalyst is C(Cl)(Cl)(Cl)Cl.Cl[Ti](Cl)(Cl)Cl. The product is [CH2:27]([O:23][C:21](=[O:22])[C:17](=[C:11]1[CH2:12][CH2:13][N:8]([C:6]([O:5][C:1]([CH3:4])([CH3:3])[CH3:2])=[O:7])[CH2:9][CH2:10]1)[C:18]([O:20][CH2:32][CH3:33])=[O:19])[CH3:28]. The yield is 1.00. (2) The reactants are Br[C:2]1[CH:7]=[CH:6][C:5]([S:8]([NH:11][C:12]2[S:16][N:15]=[CH:14][N:13]=2)(=[O:10])=[O:9])=[CH:4][CH:3]=1.[CH3:17][C@@H:18]1[CH2:23][NH:22][CH2:21][CH2:20][NH:19]1.C(P(C(C)(C)C)C1C=CC=CC=1C1C=CC=CC=1)(C)(C)C.O(C(C)(C)C)[Na]. The catalyst is C1C=CC(/C=C/C(/C=C/C2C=CC=CC=2)=O)=CC=1.C1C=CC(/C=C/C(/C=C/C2C=CC=CC=2)=O)=CC=1.C1C=CC(/C=C/C(/C=C/C2C=CC=CC=2)=O)=CC=1.[Pd].[Pd].C1(C)C=CC=CC=1. The product is [CH3:17][C@H:18]1[NH:19][CH2:20][CH2:21][N:22]([C:2]2[CH:7]=[CH:6][C:5]([S:8]([NH:11][C:12]3[S:16][N:15]=[CH:14][N:13]=3)(=[O:10])=[O:9])=[CH:4][CH:3]=2)[CH2:23]1. The yield is 0.190. (3) The reactants are [F:1][C:2]1[CH:3]=[C:4]2[C:8](=[CH:9][CH:10]=1)[N:7]([CH3:11])[CH:6]=[C:5]2[CH2:12][NH:13][CH3:14].CNCC1C2C=CC=CC=2N2CCCC=12.[NH2:30][C:31]1[N:36]=[CH:35][C:34](/[CH:37]=[CH:38]/[C:39]([OH:41])=O)=[CH:33][CH:32]=1.Cl.O=C1NC2N=CC(/C=C/C(O)=O)=CC=2CC1. No catalyst specified. The product is [NH2:30][C:31]1[N:36]=[CH:35][C:34](/[CH:37]=[CH:38]/[C:39]([N:13]([CH2:12][C:5]2[C:4]3[C:8](=[CH:9][CH:10]=[C:2]([F:1])[CH:3]=3)[N:7]([CH3:11])[CH:6]=2)[CH3:14])=[O:41])=[CH:33][CH:32]=1. The yield is 0.410. (4) The product is [CH2:11]([O:13][C:14]1[CH:15]=[C:16]([C:17]2[O:18][CH:2]=[C:3]([C:5]3[CH:10]=[CH:9][CH:8]=[CH:7][CH:6]=3)[N:19]=2)[CH:20]=[CH:21][C:22]=1[O:23][CH2:24][CH3:25])[CH3:12]. The catalyst is CN(C=O)C. The yield is 0.170. The reactants are Br[CH2:2][C:3]([C:5]1[CH:10]=[CH:9][CH:8]=[CH:7][CH:6]=1)=O.[CH2:11]([O:13][C:14]1[CH:15]=[C:16]([CH:20]=[CH:21][C:22]=1[O:23][CH2:24][CH3:25])[C:17]([NH2:19])=[O:18])[CH3:12].C([O-])(O)=O.[Na+]. (5) The reactants are [C:1]([C:3]1[CH:8]=[CH:7][C:6]([NH:9][N:10]=[CH:11][C:12](O)=O)=[CH:5][C:4]=1[O:15][CH3:16])#[N:2].[Cl:17]N1C(=O)CCC1=O.C(=O)(O)[O-].[Na+].[CH:30]([CH:32]1[CH2:36][CH2:35][CH2:34][CH2:33]1)=C. The catalyst is O.C(OCC)(=O)C. The product is [Cl:17][C:11]1[CH2:12][CH:30]([CH:32]2[CH2:36][CH2:35][CH2:34][CH2:33]2)[N:9]([C:6]2[CH:7]=[CH:8][C:3]([C:1]#[N:2])=[C:4]([O:15][CH3:16])[CH:5]=2)[N:10]=1. The yield is 0.260. (6) The product is [Cl:8][C:6]1[CH:5]=[CH:4][C:3]([S:9][CH2:10][C:11]2[CH:19]=[CH:18][C:14]([C:15]([O:17][CH3:36])=[O:16])=[CH:13][CH:12]=2)=[C:2]([NH:1][S:27]([C:24]2[CH:25]=[CH:26][C:21]([Cl:20])=[C:22]([C:31]([F:34])([F:33])[F:32])[CH:23]=2)(=[O:29])=[O:28])[CH:7]=1. No catalyst specified. The yield is 0.660. The reactants are [NH2:1][C:2]1[CH:7]=[C:6]([Cl:8])[CH:5]=[CH:4][C:3]=1[S:9][CH2:10][C:11]1[CH:19]=[CH:18][C:14]([C:15]([O-:17])=[O:16])=[CH:13][CH:12]=1.[Cl:20][C:21]1[CH:26]=[CH:25][C:24]([S:27](Cl)(=[O:29])=[O:28])=[CH:23][C:22]=1[C:31]([F:34])([F:33])[F:32].N1C=CC=C[CH:36]=1. (7) The reactants are Br[CH:2]([C:5]1[CH:10]=[CH:9][CH:8]=[CH:7][CH:6]=1)[C:3]#[N:4].[C:11]([NH:14][C:15]([NH2:17])=[S:16])(=[O:13])[CH3:12]. The catalyst is C(O)C. The product is [C:11]([NH:14][C:15]1[S:16][C:2]([C:5]2[CH:10]=[CH:9][CH:8]=[CH:7][CH:6]=2)=[C:3]([NH2:4])[N:17]=1)(=[O:13])[CH3:12]. The yield is 0.230.